From a dataset of TCR-epitope binding with 47,182 pairs between 192 epitopes and 23,139 TCRs. Binary Classification. Given a T-cell receptor sequence (or CDR3 region) and an epitope sequence, predict whether binding occurs between them. (1) The epitope is EEHVQIHTI. The TCR CDR3 sequence is CASSSRTANSGANVLTF. Result: 1 (the TCR binds to the epitope). (2) The epitope is NQKLIANQF. The TCR CDR3 sequence is CSVEGTGVSYEQYF. Result: 0 (the TCR does not bind to the epitope). (3) The TCR CDR3 sequence is CASSLWGTTGELFF. The epitope is KLWAQCVQL. Result: 1 (the TCR binds to the epitope). (4) The TCR CDR3 sequence is CSAIRSGGPYEQYF. Result: 1 (the TCR binds to the epitope). The epitope is AVFDRKSDAK. (5) The epitope is AMFWSVPTV. The TCR CDR3 sequence is CASSRDSPKQYF. Result: 0 (the TCR does not bind to the epitope). (6) The epitope is LVLSVNPYV. The TCR CDR3 sequence is CASSSRDRGAYEQYF. Result: 0 (the TCR does not bind to the epitope). (7) The epitope is GLIYNRMGAVTTEV. The TCR CDR3 sequence is CASSQEARSSYEQYF. Result: 0 (the TCR does not bind to the epitope). (8) Result: 0 (the TCR does not bind to the epitope). The TCR CDR3 sequence is CASQPIGYDEQFF. The epitope is SLYNTVATL. (9) The epitope is YLNTLTLAV. The TCR CDR3 sequence is CASSLVTDTQYF. Result: 1 (the TCR binds to the epitope). (10) The epitope is LLSAGIFGA. The TCR CDR3 sequence is CASSAGGTGTGTSYEQYF. Result: 0 (the TCR does not bind to the epitope).